This data is from Full USPTO retrosynthesis dataset with 1.9M reactions from patents (1976-2016). The task is: Predict the reactants needed to synthesize the given product. (1) Given the product [NH:1]1[C:9]2[C:4](=[CH:5][CH:6]=[CH:7][C:8]=2[CH:10]=[O:11])[CH:3]=[CH:2]1, predict the reactants needed to synthesize it. The reactants are: [NH:1]1[C:9]2[C:4](=[CH:5][CH:6]=[CH:7][C:8]=2[CH2:10][OH:11])[CH:3]=[CH:2]1. (2) Given the product [Cl:28][C:26]1[CH:25]=[CH:24][N:23]2[N:6]=[C:19]([NH2:18])[N:21]=[C:22]2[CH:27]=1, predict the reactants needed to synthesize it. The reactants are: Cl.NO.C([N:6](C(C)C)C(C)C)C.C(OC([NH:18][C:19]([NH:21][C:22]1[CH:27]=[C:26]([Cl:28])[CH:25]=[CH:24][N:23]=1)=S)=O)C. (3) Given the product [F:10][C:11]1[CH:12]=[C:13]([C@@H:17]([C:5]2[CH:6]=[CH:7][C:2]([F:1])=[CH:3][CH:4]=2)[CH2:18][C:19]([N:21]2[C@@H:25]([C:26]3[CH:27]=[CH:28][CH:29]=[CH:30][CH:31]=3)[CH2:24][O:23][C:22]2=[O:32])=[O:20])[CH:14]=[CH:15][CH:16]=1, predict the reactants needed to synthesize it. The reactants are: [F:1][C:2]1[CH:7]=[CH:6][C:5]([Mg]Br)=[CH:4][CH:3]=1.[F:10][C:11]1[CH:12]=[C:13](/[CH:17]=[CH:18]/[C:19]([N:21]2[C@@H:25]([C:26]3[CH:31]=[CH:30][CH:29]=[CH:28][CH:27]=3)[CH2:24][O:23][C:22]2=[O:32])=[O:20])[CH:14]=[CH:15][CH:16]=1.